Predict which catalyst facilitates the given reaction. From a dataset of Catalyst prediction with 721,799 reactions and 888 catalyst types from USPTO. (1) Reactant: [NH2:1][CH:2]1[CH2:7][CH2:6][N:5]([CH2:8][C@H:9]2[N:19]3[C:20]4[N:11]([C:12](=[O:22])[CH:13]=[CH:14][C:15]=4[CH:16]=[CH:17][C:18]3=[O:21])[CH2:10]2)[CH2:4][CH2:3]1.[O-]S([O-])(=O)=O.[Mg+2].[F:29][C:30]1[CH:35]=[CH:34][C:33]([F:36])=[CH:32][C:31]=1/[CH:37]=[CH:38]/[CH:39]=O.[BH-](OC(C)=O)(OC(C)=O)OC(C)=O.[Na+].C([O-])(O)=O.[Na+]. Product: [F:29][C:30]1[CH:35]=[CH:34][C:33]([F:36])=[CH:32][C:31]=1/[CH:37]=[CH:38]/[CH2:39][NH:1][CH:2]1[CH2:3][CH2:4][N:5]([CH2:8][C@H:9]2[N:19]3[C:20]4[N:11]([C:12](=[O:22])[CH:13]=[CH:14][C:15]=4[CH:16]=[CH:17][C:18]3=[O:21])[CH2:10]2)[CH2:6][CH2:7]1. The catalyst class is: 61. (2) Reactant: [NH2:1][C:2]1[N:3]([CH3:30])[C:4](=[O:29])[C@@:5]2([N:28]=1)[C@H:18]1[C@H:13]([CH2:14][CH2:15][C:16](=[O:19])[CH2:17]1)[O:12][C:11]1[C:6]2=[CH:7][C:8]([C:20]2[CH:25]=[C:24]([F:26])[CH:23]=[C:22]([Cl:27])[CH:21]=2)=[CH:9][CH:10]=1.C1COCC1.[BH4-].[Na+]. Product: [NH2:1][C:2]1[N:3]([CH3:30])[C:4](=[O:29])[C@@:5]2([N:28]=1)[C@H:18]1[C@H:13]([CH2:14][CH2:15][CH:16]([OH:19])[CH2:17]1)[O:12][C:11]1[C:6]2=[CH:7][C:8]([C:20]2[CH:25]=[C:24]([F:26])[CH:23]=[C:22]([Cl:27])[CH:21]=2)=[CH:9][CH:10]=1. The catalyst class is: 5. (3) Reactant: [Cl:1][C:2]1[C:3]([CH2:10][NH:11][CH2:12][C:13]2[N:18]=[CH:17][C:16]([OH:19])=[CH:15][CH:14]=2)=[N:4][C:5]([CH3:9])=[N:6][C:7]=1[CH3:8].C(=O)([O-])[O-].[K+].[K+].Cl[C:27]1[CH:28]=[CH:29][C:30]2[N:31]([C:33]([N+:36]([O-:38])=[O:37])=[CH:34][N:35]=2)[N:32]=1.O. Product: [Cl:1][C:2]1[C:3]([CH2:10][NH:11][CH2:12][C:13]2[CH:14]=[CH:15][C:16]([O:19][C:27]3[CH:28]=[CH:29][C:30]4[N:31]([C:33]([N+:36]([O-:38])=[O:37])=[CH:34][N:35]=4)[N:32]=3)=[CH:17][N:18]=2)=[N:4][C:5]([CH3:9])=[N:6][C:7]=1[CH3:8]. The catalyst class is: 9.